The task is: Predict which catalyst facilitates the given reaction.. This data is from Catalyst prediction with 721,799 reactions and 888 catalyst types from USPTO. (1) Reactant: Br[CH:2]([C:4]1[CH:9]=[CH:8][C:7]([N+:10]([O-:12])=[O:11])=[CH:6][CH:5]=1)[CH3:3].[CH3:13][NH:14][CH3:15].C(=O)([O-])[O-].[K+].[K+].CCOC(C)=O. Product: [CH3:13][N:14]([CH3:15])[CH:2]([C:4]1[CH:9]=[CH:8][C:7]([N+:10]([O-:12])=[O:11])=[CH:6][CH:5]=1)[CH3:3]. The catalyst class is: 18. (2) Reactant: [CH3:1][C:2]1[N:3]([C:8]2[CH:9]=[C:10]3[C:15](=[CH:16][CH:17]=2)[CH2:14][N:13](C(=O)C(F)(F)F)[CH2:12][CH2:11]3)[C:4]([CH3:7])=[CH:5][CH:6]=1.O.C(=O)([O-])[O-].[K+].[K+]. Product: [CH3:1][C:2]1[N:3]([C:8]2[CH:9]=[C:10]3[C:15](=[CH:16][CH:17]=2)[CH2:14][NH:13][CH2:12][CH2:11]3)[C:4]([CH3:7])=[CH:5][CH:6]=1. The catalyst class is: 100. (3) Reactant: [CH3:1][C:2]([CH3:57])([CH2:10][C:11]([O:13][C@H:14]1[CH2:31][CH2:30][C@@:29]2([CH3:32])[C@@H:16]([CH2:17][CH2:18][C@:19]3([CH3:54])[C@@H:28]2[CH2:27][CH2:26][C@H:25]2[C@@:20]3([CH3:53])[CH2:21][CH2:22][C@@:23]3(/[CH:40]=[CH:41]/[C:42](=[O:52])[NH:43][C@@H:44]([C:46]4[CH:51]=[CH:50][CH:49]=[CH:48][N:47]=4)[CH3:45])[CH2:35][C:34](=[O:36])[C:33]([CH:37]([CH3:39])[CH3:38])=[C:24]32)[C:15]1([CH3:56])[CH3:55])=[O:12])[C:3]([O:5]C(C)(C)C)=[O:4].[C:58]([OH:64])([C:60]([F:63])([F:62])[F:61])=[O:59]. Product: [CH:37]([C:33]1[C:34](=[O:36])[CH2:35][C@:23]2(/[CH:40]=[CH:41]/[C:42](=[O:52])[NH:43][C@@H:44]([C:46]3[CH:51]=[CH:50][CH:49]=[CH:48][N:47]=3)[CH3:45])[CH2:22][CH2:21][C@:20]3([CH3:53])[C@H:25]([CH2:26][CH2:27][C@H:28]4[C@@:19]3([CH3:54])[CH2:18][CH2:17][C@@H:16]3[C@:29]4([CH3:32])[CH2:30][CH2:31][C@H:14]([O:13][C:11](=[O:12])[CH2:10][C:2]([CH3:1])([CH3:57])[C:3]([OH:5])=[O:4])[C:15]3([CH3:55])[CH3:56])[C:24]=12)([CH3:38])[CH3:39].[F:61][C:60]([F:63])([F:62])[C:58]([OH:64])=[O:59]. The catalyst class is: 4. (4) Reactant: [CH2:1]([O:3][C:4]([N:6]1[C:15]2[C:10](=[N:11][C:12]([O:16][CH3:17])=[CH:13][CH:14]=2)[C@@H:9]([NH:18][C:19]2[N:24]=[C:23]([CH2:25][C:26]3[CH:31]=[C:30]([C:32]([F:35])([F:34])[F:33])[CH:29]=[C:28]([C:36]([F:39])([F:38])[F:37])[CH:27]=3)[C:22]([NH:40][C:41](OC(C)C3C=CC=CC=3)=O)=[CH:21][N:20]=2)[CH2:8][C@H:7]1[CH2:52][CH3:53])=[O:5])[CH3:2]. Product: [CH2:1]([O:3][C:4]([N:6]1[C:15]2[C:10](=[N:11][C:12]([O:16][CH3:17])=[CH:13][CH:14]=2)[C@@H:9]([NH:18][C:19]2[N:24]=[C:23]([CH2:25][C:26]3[CH:31]=[C:30]([C:32]([F:35])([F:34])[F:33])[CH:29]=[C:28]([C:36]([F:38])([F:39])[F:37])[CH:27]=3)[C:22]([NH:40][CH3:41])=[CH:21][N:20]=2)[CH2:8][C@H:7]1[CH2:52][CH3:53])=[O:5])[CH3:2]. The catalyst class is: 129. (5) Reactant: [OH:1][C:2]1[CH:3]=[C:4]2[C:9](=[CH:10][CH:11]=1)[NH:8][C:7]([C:12]([OH:14])=O)=[CH:6][C:5]2=[O:15].[O:16]([CH:23]1[CH2:28][CH2:27][NH:26][CH2:25][CH2:24]1)[C:17]1[CH:22]=[CH:21][CH:20]=[CH:19][CH:18]=1. Product: [OH:1][C:2]1[CH:3]=[C:4]2[C:9](=[CH:10][CH:11]=1)[NH:8][C:7]([C:12]([N:26]1[CH2:27][CH2:28][CH:23]([O:16][C:17]3[CH:22]=[CH:21][CH:20]=[CH:19][CH:18]=3)[CH2:24][CH2:25]1)=[O:14])=[CH:6][C:5]2=[O:15]. The catalyst class is: 27. (6) Reactant: [O:1]1[C:5]2[CH:6]=[CH:7][CH:8]=[CH:9][C:4]=2[CH:3]=[C:2]1[C:10]([NH:12][C:13]1([C:19]([NH:21][CH:22]2[CH2:27][CH2:26][N:25]([C:28]3[CH:33]=[CH:32][CH:31]=[CH:30][C:29]=3[S:34]([CH3:37])(=[O:36])=[O:35])[CH2:24][CH:23]2[OH:38])=[O:20])[CH2:18][CH2:17][CH2:16][CH2:15][CH2:14]1)=[O:11].C(N(CC)CC)C. Product: [O:1]1[C:5]2[CH:6]=[CH:7][CH:8]=[CH:9][C:4]=2[CH:3]=[C:2]1[C:10]([NH:12][C:13]1([C:19]([NH:21][CH:22]2[CH2:27][CH2:26][N:25]([C:28]3[CH:33]=[CH:32][CH:31]=[CH:30][C:29]=3[S:34]([CH3:37])(=[O:36])=[O:35])[CH2:24][C:23]2=[O:38])=[O:20])[CH2:18][CH2:17][CH2:16][CH2:15][CH2:14]1)=[O:11]. The catalyst class is: 148.